Dataset: Catalyst prediction with 721,799 reactions and 888 catalyst types from USPTO. Task: Predict which catalyst facilitates the given reaction. (1) Reactant: [CH3:1][CH:2]([CH3:6])[C:3]([NH2:5])=O.[CH2:7]1COCC1.F[B-](F)(F)F.C([O+](CC)CC)C.[Br:24][C:25]1[CH:26]=[C:27]([NH2:33])[C:28](NC)=[N:29][CH:30]=1. Product: [Br:24][C:25]1[CH:26]=[C:27]2[N:33]=[C:3]([CH:2]([CH3:6])[CH3:1])[N:5]([CH3:7])[C:28]2=[N:29][CH:30]=1. The catalyst class is: 8. (2) Reactant: [NH:1]1[C:9]2[C:4](=[CH:5][CH:6]=[CH:7][CH:8]=2)[C:3]([CH2:10][CH2:11][NH2:12])=[CH:2]1.[C:13](O[C:13]([O:14][C:15]([CH3:18])([CH3:17])[CH3:16])=[O:19])(=[O:19])[O:14][C:15]([CH3:18])([CH3:17])[CH3:16]. Product: [NH:1]1[C:9]2[C:4](=[CH:5][CH:6]=[CH:7][CH:8]=2)[C:3]([CH2:10][CH2:11][NH:12][C:13](=[O:19])[O:14][C:15]([CH3:18])([CH3:17])[CH3:16])=[CH:2]1. The catalyst class is: 1. (3) Reactant: [F:1][C:2]([F:16])([F:15])[C:3]1[CH:4]=[C:5]([Mg]Br)[CH:6]=[C:7]([C:9]([F:12])([F:11])[F:10])[CH:8]=1.FC(F)(F)C1C=C(Br)C=C(C(F)(F)F)C=1.Cl[C:33]1[C:42]2[C:37](=[CH:38][CH:39]=[C:40]([CH3:43])[CH:41]=2)[N:36]=[C:35]([CH3:44])[CH:34]=1.C1(P(C2C=CC=CC=2)CCCP(C2C=CC=CC=2)C2C=CC=CC=2)C=CC=CC=1. Product: [CH3:44][C:35]1[CH:34]=[C:33]([C:5]2[CH:4]=[C:3]([C:2]([F:16])([F:15])[F:1])[CH:8]=[C:7]([C:9]([F:12])([F:11])[F:10])[CH:6]=2)[C:42]2[C:37](=[CH:38][CH:39]=[C:40]([CH3:43])[CH:41]=2)[N:36]=1. The catalyst class is: 90.